The task is: Regression. Given a peptide amino acid sequence and an MHC pseudo amino acid sequence, predict their binding affinity value. This is MHC class I binding data.. This data is from Peptide-MHC class I binding affinity with 185,985 pairs from IEDB/IMGT. (1) The peptide sequence is MALATGLWW. The MHC is HLA-B15:42 with pseudo-sequence HLA-B15:42. The binding affinity (normalized) is 0.213. (2) The peptide sequence is ISPRNTPGEI. The MHC is H-2-Db with pseudo-sequence H-2-Db. The binding affinity (normalized) is 0.504.